From a dataset of Reaction yield outcomes from USPTO patents with 853,638 reactions. Predict the reaction yield, written as a fraction of the theoretical maximum amount of product (1.0 means a 100% yield; for example, 0.34 means a 34% yield). (1) The reactants are [OH:1][CH2:2][C:3]#[C:4][C:5]1[CH:13]=[CH:12][C:11]([C:14]2[N:15]([C:30]([O:32][C:33]([CH3:36])([CH3:35])[CH3:34])=[O:31])[C:16]3[C:21]([CH:22]=2)=[CH:20][C:19]([CH2:23][N:24]2[CH2:29][CH2:28][CH2:27][CH2:26][CH2:25]2)=[CH:18][CH:17]=3)=[C:10]2[C:6]=1[CH2:7][NH:8][C:9]2=[O:37]. The catalyst is CO.[Pd]. The product is [OH:1][CH2:2][CH2:3][CH2:4][C:5]1[CH:13]=[CH:12][C:11]([C:14]2[N:15]([C:30]([O:32][C:33]([CH3:35])([CH3:34])[CH3:36])=[O:31])[C:16]3[C:21]([CH:22]=2)=[CH:20][C:19]([CH2:23][N:24]2[CH2:29][CH2:28][CH2:27][CH2:26][CH2:25]2)=[CH:18][CH:17]=3)=[C:10]2[C:6]=1[CH2:7][NH:8][C:9]2=[O:37]. The yield is 0.930. (2) The product is [ClH:43].[Cl:44][C:39]1[CH:38]=[C:37]([C@H:17]2[C@H:16]([N:15]([CH3:45])[C:13](=[O:14])[C:5]3[CH:6]=[C:7]([C:9]([F:11])([F:10])[F:12])[CH:8]=[C:3]([C:2]([F:46])([F:1])[F:47])[CH:4]=3)[CH2:21][CH2:20][N:19]([C:22]([CH:24]3[CH2:29][CH2:28][NH:27][CH2:26][CH2:25]3)=[O:23])[CH2:18]2)[CH:42]=[CH:41][C:40]=1[Cl:43]. The yield is 0.890. The reactants are [F:1][C:2]([F:47])([F:46])[C:3]1[CH:4]=[C:5]([C:13]([N:15]([CH3:45])[C@@H:16]2[CH2:21][CH2:20][N:19]([C:22]([CH:24]3[CH2:29][CH2:28][N:27](C(OC(C)(C)C)=O)[CH2:26][CH2:25]3)=[O:23])[CH2:18][C@H:17]2[C:37]2[CH:42]=[CH:41][C:40]([Cl:43])=[C:39]([Cl:44])[CH:38]=2)=[O:14])[CH:6]=[C:7]([C:9]([F:12])([F:11])[F:10])[CH:8]=1.Cl.C(OCC)(=O)C. The catalyst is C(OCC)(=O)C. (3) The reactants are [NH2:1][C:2]1[NH:3][N:4]=[C:5]([CH3:7])[CH:6]=1.FC1C=CC(C(O[C:16]([C:24]2[CH:29]=[CH:28][C:27]([F:30])=[CH:26][CH:25]=2)=[CH:17][C:18]2[CH:23]=[CH:22][N:21]=[CH:20][CH:19]=2)=O)=CC=1. The catalyst is CCO.Cl. The product is [F:30][C:27]1[CH:26]=[CH:25][C:24]([C:16]2[C:17]([C:18]3[CH:19]=[CH:20][N:21]=[CH:22][CH:23]=3)=[C:16]([C:24]3[CH:29]=[CH:28][C:27]([F:30])=[CH:26][CH:25]=3)[N:3]3[N:4]=[C:5]([CH3:7])[CH:6]=[C:2]3[N:1]=2)=[CH:29][CH:28]=1. The yield is 0.0300. (4) The catalyst is O.[C-]#N.[Zn+2].[C-]#N.[Zn]. The product is [C:1]([O:5][C:6](=[O:28])[NH:7][CH2:8][CH2:9][C:10]1[CH:15]=[CH:14][C:13]([O:16][C:17]2[CH:22]=[CH:21][C:20]([C:23]([F:26])([F:25])[F:24])=[CH:19][N:18]=2)=[C:12]([C:29]#[N:30])[CH:11]=1)([CH3:4])([CH3:3])[CH3:2]. The reactants are [C:1]([O:5][C:6](=[O:28])[NH:7][CH2:8][CH2:9][C:10]1[CH:15]=[CH:14][C:13]([O:16][C:17]2[CH:22]=[CH:21][C:20]([C:23]([F:26])([F:25])[F:24])=[CH:19][N:18]=2)=[C:12](Br)[CH:11]=1)([CH3:4])([CH3:3])[CH3:2].[CH3:29][N:30](C)C=O. The yield is 0.250. (5) The reactants are [C:1]1([CH:7]([CH3:10])C#N)[CH:6]=[CH:5][CH:4]=[CH:3][CH:2]=1.NO.[OH:13][N:14]=[C:15]([NH2:22])C1C=CC=CC=1. The catalyst is CCO. The product is [OH:13][N:14]=[C:15]([NH2:22])[CH2:10][CH2:7][C:1]1[CH:2]=[CH:3][CH:4]=[CH:5][CH:6]=1. The yield is 0.705. (6) The reactants are [NH2:1][CH:2]([C:7]1[CH:12]=[CH:11][C:10]([Br:13])=[CH:9][CH:8]=1)[C:3]([O:5][CH3:6])=[O:4].[C:14]([C:18]1[CH:26]=[CH:25][C:21]([C:22](O)=[O:23])=[CH:20][CH:19]=1)([CH3:17])([CH3:16])[CH3:15].CCN(C(C)C)C(C)C.CN(C(ON1N=NC2C=CC=NC1=2)=[N+](C)C)C.F[P-](F)(F)(F)(F)F. The catalyst is CN(C=O)C. The product is [Br:13][C:10]1[CH:9]=[CH:8][C:7]([CH:2]([NH:1][C:22](=[O:23])[C:21]2[CH:25]=[CH:26][C:18]([C:14]([CH3:16])([CH3:15])[CH3:17])=[CH:19][CH:20]=2)[C:3]([O:5][CH3:6])=[O:4])=[CH:12][CH:11]=1. The yield is 0.880.